Predict the reaction yield, written as a fraction of the theoretical maximum amount of product (1.0 means a 100% yield; for example, 0.34 means a 34% yield). From a dataset of Reaction yield outcomes from USPTO patents with 853,638 reactions. (1) The reactants are [CH3:1][C:2]1[CH:7]=[C:6]([CH3:8])[CH:5]=[CH:4][C:3]=1[NH:9][C:10]([C:12]1[N:13]=[C:14]([C:22]2[CH:27]=[CH:26][C:25]([S:28][C:29]([CH3:34])([CH3:33])[C:30]([OH:32])=[O:31])=[CH:24][CH:23]=2)[N:15]([CH2:17][CH2:18][CH2:19][CH2:20][CH3:21])[CH:16]=1)=[O:11].[OH-].[Na+:36]. The catalyst is C(#N)C.O. The product is [CH3:1][C:2]1[CH:7]=[C:6]([CH3:8])[CH:5]=[CH:4][C:3]=1[NH:9][C:10]([C:12]1[N:13]=[C:14]([C:22]2[CH:23]=[CH:24][C:25]([S:28][C:29]([CH3:33])([CH3:34])[C:30]([O-:32])=[O:31])=[CH:26][CH:27]=2)[N:15]([CH2:17][CH2:18][CH2:19][CH2:20][CH3:21])[CH:16]=1)=[O:11].[Na+:36]. The yield is 0.880. (2) The reactants are C[O:2][C:3](=[O:26])[C:4]1[CH:9]=[CH:8][CH:7]=[C:6]([O:10][CH2:11][C:12]2[CH:17]=[CH:16][CH:15]=[CH:14][CH:13]=2)[C:5]=1[O:18][CH2:19][C:20]1[CH:25]=[CH:24][CH:23]=[CH:22][CH:21]=1.C(N(CC)CC)C.C(Cl)(=O)CC. The catalyst is ClCCl. The product is [CH2:11]([O:10][C:6]1[C:5]([O:18][CH2:19][C:20]2[CH:25]=[CH:24][CH:23]=[CH:22][CH:21]=2)=[C:4]([CH:9]=[CH:8][CH:7]=1)[C:3]([OH:26])=[O:2])[C:12]1[CH:13]=[CH:14][CH:15]=[CH:16][CH:17]=1. The yield is 0.980. (3) The reactants are C(O)(C(F)(F)F)=O.C(OC([N:15]1[CH2:20][C@@H:19]2[CH2:21][C@H:16]1[CH2:17][N:18]2[CH2:22][C:23]1[N:24]([CH3:49])[C:25]2[C:30]([N:31]=1)=[C:29]([N:32]1[CH2:37][CH2:36][O:35][CH2:34][CH2:33]1)[N:28]=[C:27]([N:38]1[C:42]3[CH:43]=[CH:44][CH:45]=[CH:46][C:41]=3[N:40]=[C:39]1[CH2:47][CH3:48])[N:26]=2)=O)(C)(C)C. The catalyst is C(Cl)Cl. The product is [C@H:19]12[CH2:21][C@H:16]([NH:15][CH2:20]1)[CH2:17][N:18]2[CH2:22][C:23]1[N:24]([CH3:49])[C:25]2[C:30]([N:31]=1)=[C:29]([N:32]1[CH2:37][CH2:36][O:35][CH2:34][CH2:33]1)[N:28]=[C:27]([N:38]1[C:42]3[CH:43]=[CH:44][CH:45]=[CH:46][C:41]=3[N:40]=[C:39]1[CH2:47][CH3:48])[N:26]=2. The yield is 0.630. (4) The reactants are [Cl:1][C:2]1[CH:3]=[CH:4][C:5]([NH:8][C:9]([C:11]2[C:16]([NH:17][C:18](=[O:38])[C:19]3[CH:24]=[CH:23][C:22]([S:25]([CH3:28])(=[O:27])=[O:26])=[CH:21][C:20]=3[O:29][CH2:30][C@H:31]([CH3:37])[CH:32]=[N:33]C(C)C)=[CH:15][CH:14]=[CH:13][N:12]=2)=[O:10])=[N:6][CH:7]=1.Cl. No catalyst specified. The product is [ClH:1].[NH2:33][CH2:32][C@@H:31]([CH3:37])[CH2:30][O:29][C:20]1[CH:21]=[C:22]([S:25]([CH3:28])(=[O:26])=[O:27])[CH:23]=[CH:24][C:19]=1[C:18]([NH:17][C:16]1[C:11]([C:9]([NH:8][C:5]2[CH:4]=[CH:3][C:2]([Cl:1])=[CH:7][N:6]=2)=[O:10])=[N:12][CH:13]=[CH:14][CH:15]=1)=[O:38]. The yield is 0.690. (5) The reactants are [NH2:1][C:2]1[S:6][C:5]([NH:7][C:8]2[CH:17]=[CH:16][C:15]3[C:10](=[CH:11][CH:12]=[CH:13][CH:14]=3)[CH:9]=2)=[N:4][C:3]=1[C:18]([NH2:20])=[O:19].C(N(CC)C(C)C)(C)C.Cl[CH2:31][C:32]1[CH:40]=[CH:39][C:35]([C:36](Cl)=[O:37])=[CH:34][CH:33]=1.[CH3:41][N:42]1[CH2:47][CH2:46][NH:45][CH2:44][CH2:43]1. The catalyst is CC(N(C)C)=O.C(OCC)(=O)C. The product is [CH3:41][N:42]1[CH2:47][CH2:46][N:45]([CH2:31][C:32]2[CH:40]=[CH:39][C:35]([C:36]([NH:1][C:2]3[S:6][C:5]([NH:7][C:8]4[CH:17]=[CH:16][C:15]5[C:10](=[CH:11][CH:12]=[CH:13][CH:14]=5)[CH:9]=4)=[N:4][C:3]=3[C:18]([NH2:20])=[O:19])=[O:37])=[CH:34][CH:33]=2)[CH2:44][CH2:43]1. The yield is 0.110.